This data is from Reaction yield outcomes from USPTO patents with 853,638 reactions. The task is: Predict the reaction yield, written as a fraction of the theoretical maximum amount of product (1.0 means a 100% yield; for example, 0.34 means a 34% yield). (1) The reactants are [NH2:1][C:2]1[CH:3]=[C:4]([C:8]([C:10]2[C:18]3[CH:17]=[N:16][CH:15]=[N:14][C:13]=3[N:12]([C:19]3([C:23]([CH3:31])([CH3:30])[O:24][SiH2:25][C:26]([CH3:29])([CH3:28])[CH3:27])[CH2:22][O:21][CH2:20]3)[CH:11]=2)=[O:9])[CH:5]=[N:6][CH:7]=1.[Cl:32][C:33]1[CH:38]=[CH:37][C:36]([CH2:39][C:40](O)=[O:41])=[CH:35][CH:34]=1.CN(C(ON1N=NC2C=CC=NC1=2)=[N+](C)C)C.F[P-](F)(F)(F)(F)F. The catalyst is N1C=CC=CC=1.ClCCl.C(=O)(O)[O-].[Na+]. The product is [C:26]([SiH2:25][O:24][C:23]([CH3:31])([CH3:30])[C:19]1([N:12]2[C:13]3[N:14]=[CH:15][N:16]=[CH:17][C:18]=3[C:10]([C:8]([C:4]3[CH:3]=[C:2]([NH:1][C:40](=[O:41])[CH2:39][C:36]4[CH:37]=[CH:38][C:33]([Cl:32])=[CH:34][CH:35]=4)[CH:7]=[N:6][CH:5]=3)=[O:9])=[CH:11]2)[CH2:20][O:21][CH2:22]1)([CH3:29])([CH3:28])[CH3:27]. The yield is 0.870. (2) The reactants are [NH2:1][C:2]1[S:3][C:4]([N+:7]([O-:9])=[O:8])=[CH:5][N:6]=1.[CH2:10]([N:14]=[C:15]=[O:16])[CH2:11][CH2:12][CH3:13].CC(C)([O-])C.[K+]. The catalyst is CN(C=O)C. The product is [CH2:10]([NH:14][C:15]([NH:1][C:2]1[S:3][C:4]([N+:7]([O-:9])=[O:8])=[CH:5][N:6]=1)=[O:16])[CH2:11][CH2:12][CH3:13]. The yield is 0.490.